Dataset: Full USPTO retrosynthesis dataset with 1.9M reactions from patents (1976-2016). Task: Predict the reactants needed to synthesize the given product. (1) Given the product [OH:14][C:11]1[CH:10]=[CH:9][C:8]([CH:3]([NH:2][CH2:32][C:29]2[CH:30]=[CH:31][S:27][CH:28]=2)[C:4]([O:6][CH3:7])=[O:5])=[CH:13][CH:12]=1, predict the reactants needed to synthesize it. The reactants are: Cl.[NH2:2][C@H:3]([C:8]1[CH:13]=[CH:12][C:11]([OH:14])=[CH:10][CH:9]=1)[C:4]([O:6][CH3:7])=[O:5].C(OCC)(=O)C.S([O-])([O-])(=O)=O.[Mg+2].[S:27]1[CH:31]=[CH:30][C:29]([CH:32]=O)=[CH:28]1. (2) The reactants are: [CH3:1][C@:2]12[C@@H:17]([CH3:18])[C@H:6]([N:7]([C:10]([O:12][C:13]([CH3:16])([CH3:15])[CH3:14])=[O:11])[CH2:8][CH2:9]1)[CH2:5][C:4]1[CH:19]=CC(OS(C(F)(F)F)(=O)=O)=[CH:22][C:3]2=1.ON1[C:36](=[O:37])[CH2:35][CH2:34]C1=O.C(N(CC)CC)C.C1(P(C2C=CC=CC=2)C2C3OC4C(=CC=CC=4P(C4C=CC=CC=4)C4C=CC=CC=4)C(C)(C)C=3C=CC=2)C=CC=CC=1.[C]=O.[CH3:90][O:91][C:92]1[CH:99]=[C:98]([O:100][CH3:101])[CH:97]=[CH:96][C:93]=1[CH2:94][NH2:95]. Given the product [CH3:90][O:91][C:92]1[CH:99]=[C:98]([O:100][CH3:101])[CH:97]=[CH:96][C:93]=1[CH2:94][NH:95][C:36]([C:35]1[CH:34]=[CH:19][C:4]2[CH2:5][C@@H:6]3[C@H:17]([CH3:18])[C@:2]([CH3:1])([C:3]=2[CH:22]=1)[CH2:9][CH2:8][N:7]3[C:10]([O:12][C:13]([CH3:14])([CH3:15])[CH3:16])=[O:11])=[O:37], predict the reactants needed to synthesize it.